Predict the product of the given reaction. From a dataset of Forward reaction prediction with 1.9M reactions from USPTO patents (1976-2016). (1) Given the reactants C[O:2][C:3](=[O:22])[CH2:4][CH2:5][N:6]1[C:11]2[CH:12]=[C:13]([CH3:17])[CH:14]=[C:15]([Cl:16])[C:10]=2[O:9][CH:8]([CH:18]([CH3:20])[CH3:19])[C:7]1=[O:21].[OH-].[Na+], predict the reaction product. The product is: [Cl:16][C:15]1[C:10]2[O:9][CH:8]([CH:18]([CH3:20])[CH3:19])[C:7](=[O:21])[N:6]([CH2:5][CH2:4][C:3]([OH:22])=[O:2])[C:11]=2[CH:12]=[C:13]([CH3:17])[CH:14]=1. (2) Given the reactants [Se-2:1].[Na+].[Na+].Cl[C:5]1[C:10]([C:11]#[N:12])=[CH:9][CH:8]=[CH:7][N:6]=1.Cl[CH2:14][C:15]#[N:16].C[O-].[Na+], predict the reaction product. The product is: [NH2:12][C:11]1[C:10]2[C:5](=[N:6][CH:7]=[CH:8][CH:9]=2)[Se:1][C:14]=1[C:15]#[N:16].